Task: Predict the product of the given reaction.. Dataset: Forward reaction prediction with 1.9M reactions from USPTO patents (1976-2016) (1) Given the reactants [CH2:1]([C@@H:5]([C:11]([OH:13])=[O:12])[C@H:6]([OH:10])[C:7]([OH:9])=[O:8])[CH2:2][CH2:3][CH3:4].[C:14]1([CH3:20])[CH:19]=[CH:18][CH:17]=[CH:16][CH:15]=1.C12(CS(O)(=O)=O)C(C)(C)C(CC1)C[C:22]2=[O:23], predict the reaction product. The product is: [CH3:22][O:23][C:20]1([C:14]2[CH:19]=[CH:18][CH:17]=[CH:16][CH:15]=2)[O:8][C:7](=[O:9])[CH:6]([CH:5]([CH2:1][CH2:2][CH2:3][CH3:4])[C:11]([OH:13])=[O:12])[O:10]1. (2) Given the reactants [Br:1][C:2]1[CH:11]=[C:10]2[C:5]([CH2:6][CH2:7][C:8]3([CH2:17][CH2:16][CH:15]([OH:18])[CH2:14][CH2:13]3)[C:9]2=[O:12])=[CH:4][CH:3]=1.CI.[CH3:21]C(C)([O-])C.[K+], predict the reaction product. The product is: [Br:1][C:2]1[CH:11]=[C:10]2[C:5]([CH2:6][CH2:7][C:8]3([CH2:17][CH2:16][CH:15]([O:18][CH3:21])[CH2:14][CH2:13]3)[C:9]2=[O:12])=[CH:4][CH:3]=1. (3) The product is: [C:7]([C:9]1[CH:10]=[C:11]([C:16]2[O:20][N:19]=[C:18]([C:21]3[CH:38]=[CH:37][C:24]4[CH2:25][CH2:26][N:27]([C:30]([O:32][C:33]([CH3:36])([CH3:35])[CH3:34])=[O:31])[CH2:28][CH2:29][C:23]=4[CH:22]=3)[N:17]=2)[CH:12]=[CH:13][C:14]=1[NH:4][CH:1]([CH3:3])[CH3:2])#[N:8]. Given the reactants [CH:1]([NH2:4])([CH3:3])[CH3:2].[H-].[Na+].[C:7]([C:9]1[CH:10]=[C:11]([C:16]2[O:20][N:19]=[C:18]([C:21]3[CH:38]=[CH:37][C:24]4[CH2:25][CH2:26][N:27]([C:30]([O:32][C:33]([CH3:36])([CH3:35])[CH3:34])=[O:31])[CH2:28][CH2:29][C:23]=4[CH:22]=3)[N:17]=2)[CH:12]=[CH:13][C:14]=1F)#[N:8], predict the reaction product. (4) Given the reactants [C:1]([C:5]1[C:6]([OH:17])=[C:7]([C:10]([CH:14]([CH3:16])[CH3:15])=[C:11]([Br:13])[CH:12]=1)[CH:8]=O)([CH3:4])([CH3:3])[CH3:2].[NH2:18][C:19]1[CH:27]=[CH:26][C:25]([S:28]([C:31]([F:34])([F:33])[F:32])(=[O:30])=[O:29])=[CH:24][C:20]=1[C:21]([NH2:23])=[O:22], predict the reaction product. The product is: [C:1]([C:5]1[C:6]([OH:17])=[C:7]([C:8]2[NH:23][C:21](=[O:22])[C:20]3[C:19](=[CH:27][CH:26]=[C:25]([S:28]([C:31]([F:34])([F:32])[F:33])(=[O:30])=[O:29])[CH:24]=3)[N:18]=2)[C:10]([CH:14]([CH3:16])[CH3:15])=[C:11]([Br:13])[CH:12]=1)([CH3:4])([CH3:3])[CH3:2]. (5) Given the reactants Br[C:2]1[CH:8]=[C:7](Br)[CH:6]=[C:5]([F:10])[C:3]=1[NH2:4].[C:11]1(B(O)O)[CH:16]=[CH:15][CH:14]=[CH:13][CH:12]=1.C(=O)([O-])[O-].[K+].[K+], predict the reaction product. The product is: [C:11]1([C:2]2[CH:8]=[C:7]([C:2]3[CH:8]=[CH:7][CH:6]=[CH:5][CH:3]=3)[CH:6]=[C:5]([F:10])[C:3]=2[NH2:4])[CH:16]=[CH:15][CH:14]=[CH:13][CH:12]=1. (6) Given the reactants [Si:1]([O:8][CH2:9][CH2:10][C@H:11]1[C:16]2[CH:17]=[CH:18][C:19]([C:21](O)=[O:22])=[CH:20][C:15]=2[CH2:14][CH2:13][O:12]1)([C:4]([CH3:7])([CH3:6])[CH3:5])([CH3:3])[CH3:2].[C:24]([NH2:33])([C:27]1[CH:32]=[CH:31][CH:30]=[CH:29][CH:28]=1)([CH3:26])[CH3:25].C(N(C(C)C)CC)(C)C, predict the reaction product. The product is: [Si:1]([O:8][CH2:9][CH2:10][C@H:11]1[C:16]2[CH:17]=[CH:18][C:19]([C:21]([NH:33][C:24]([CH3:26])([C:27]3[CH:32]=[CH:31][CH:30]=[CH:29][CH:28]=3)[CH3:25])=[O:22])=[CH:20][C:15]=2[CH2:14][CH2:13][O:12]1)([C:4]([CH3:5])([CH3:7])[CH3:6])([CH3:2])[CH3:3]. (7) Given the reactants OO.O.[OH-].[Li+].C([C@@H]1COC(=O)N1C(=O)[CH:20]([CH2:24][C:25]1[CH:34]=[CH:33][C:32]2[C:27](=[C:28]([O:35][CH2:36][CH2:37][O:38][CH3:39])[CH:29]=[CH:30][CH:31]=2)[CH:26]=1)[CH:21]([CH3:23])[CH3:22])C1C=CC=CC=1.S([O-])([O-])=O.[Na+].[Na+].[C:47](=O)([O-:49])[OH:48].[Na+], predict the reaction product. The product is: [CH3:39][O:38][CH2:37][CH2:36][O:35][C:28]1[CH:29]=[CH:30][CH:31]=[C:32]2[C:27]=1[CH:26]=[C:25]([CH2:24][CH:20]([CH:21]([CH3:23])[CH3:22])[C:47]([OH:49])=[O:48])[CH:34]=[CH:33]2.